This data is from Full USPTO retrosynthesis dataset with 1.9M reactions from patents (1976-2016). The task is: Predict the reactants needed to synthesize the given product. Given the product [CH2:1]([O:8][C:9]([N:11]([CH2:13][CH2:14][NH:25][C:22]1[CH:21]=[CH:20][C:19]([C:18]([O:17][CH3:16])=[O:26])=[CH:24][CH:23]=1)[CH3:12])=[O:10])[C:2]1[CH:3]=[CH:4][CH:5]=[CH:6][CH:7]=1, predict the reactants needed to synthesize it. The reactants are: [CH2:1]([O:8][C:9]([N:11]([CH2:13][CH:14]=O)[CH3:12])=[O:10])[C:2]1[CH:7]=[CH:6][CH:5]=[CH:4][CH:3]=1.[CH3:16][O:17][C:18](=[O:26])[C:19]1[CH:24]=[CH:23][C:22]([NH2:25])=[CH:21][CH:20]=1.CC(O)=O.[BH3-]C#N.[Na+].